From a dataset of Full USPTO retrosynthesis dataset with 1.9M reactions from patents (1976-2016). Predict the reactants needed to synthesize the given product. (1) Given the product [C:26]([CH:17]([NH:16][C:15]([C:13]1[N:12]=[N:11][N:10]([CH2:9][CH2:8][NH2:7])[CH:14]=1)=[O:28])[C:18]1[CH:23]=[CH:22][C:21]([CH2:24][CH3:25])=[CH:20][CH:19]=1)#[N:27], predict the reactants needed to synthesize it. The reactants are: C(OC(=O)[NH:7][CH2:8][CH2:9][N:10]1[CH:14]=[C:13]([C:15](=[O:28])[NH:16][CH:17]([C:26]#[N:27])[C:18]2[CH:23]=[CH:22][C:21]([CH2:24][CH3:25])=[CH:20][CH:19]=2)[N:12]=[N:11]1)(C)(C)C.C(O)=O. (2) Given the product [Cl:1][C:2]1[N:7]=[N:6][C:5]([NH:8][CH3:16])=[C:4]([C:9]2[CH:14]=[CH:13][CH:12]=[CH:11][C:10]=2[CH3:15])[CH:3]=1, predict the reactants needed to synthesize it. The reactants are: [Cl:1][C:2]1[N:7]=[N:6][C:5]([NH2:8])=[C:4]([C:9]2[CH:14]=[CH:13][CH:12]=[CH:11][C:10]=2[CH3:15])[CH:3]=1.[CH3:16]CCCCCC.C(OCC)(=O)C.